This data is from Forward reaction prediction with 1.9M reactions from USPTO patents (1976-2016). The task is: Predict the product of the given reaction. (1) The product is: [OH:11][C:8]1[CH:9]=[CH:10][C:2]([I:21])=[C:3]([CH:7]=1)[C:4]([OH:6])=[O:5]. Given the reactants N[C:2]1[CH:10]=[CH:9][C:8]([OH:11])=[CH:7][C:3]=1[C:4]([OH:6])=[O:5].S(=O)(=O)(O)O.N([O-])=O.[Na+].[I-:21].[K+], predict the reaction product. (2) Given the reactants [CH3:1][O:2][C:3]1[CH:4]=[C:5]([C:9]([O:11][CH3:12])=[O:10])[CH:6]=[N:7][CH:8]=1, predict the reaction product. The product is: [CH3:1][O:2][CH:3]1[CH2:8][NH:7][CH2:6][CH:5]([C:9]([O:11][CH3:12])=[O:10])[CH2:4]1. (3) Given the reactants Cl[C:2]1[C:7]([N+:8]([O-:10])=[O:9])=[CH:6][N:5]=[C:4]2[N:11]([S:14]([C:17]3[CH:22]=[CH:21][CH:20]=[CH:19][CH:18]=3)(=[O:16])=[O:15])[CH:12]=[CH:13][C:3]=12.[CH3:23][Al](C)C.C1(C)C=CC=CC=1, predict the reaction product. The product is: [CH3:23][C:2]1[C:7]([N+:8]([O-:10])=[O:9])=[CH:6][N:5]=[C:4]2[N:11]([S:14]([C:17]3[CH:22]=[CH:21][CH:20]=[CH:19][CH:18]=3)(=[O:16])=[O:15])[CH:12]=[CH:13][C:3]=12. (4) Given the reactants Cl[C:2]1[C:11]2[C:6](=[CH:7][CH:8]=[C:9]([Cl:12])[N:10]=2)[N:5]=[CH:4][C:3]=1[C:13](=[O:15])[CH3:14].[NH2:16][C@H:17]1[CH2:22][CH2:21][C@H:20]([OH:23])[CH2:19][CH2:18]1, predict the reaction product. The product is: [Cl:12][C:9]1[N:10]=[C:11]2[C:6](=[CH:7][CH:8]=1)[N:5]=[CH:4][C:3]([C:13](=[O:15])[CH3:14])=[C:2]2[NH:16][C@H:17]1[CH2:22][CH2:21][C@H:20]([OH:23])[CH2:19][CH2:18]1. (5) Given the reactants [C:1]1(=[O:16])[C:10]2[C:5]3=[C:6]([C:11](=O)[CH2:12][CH2:13][N:4]3[C:3](=[O:15])[NH:2]1)[CH:7]=[CH:8][CH:9]=2.Cl.[NH2:18][OH:19].O.O.O.C([O-])(=O)C.[Na+].C(O)C, predict the reaction product. The product is: [C:1]1(=[O:16])[C:10]2[C:5]3=[C:6]([C:11](=[N:18][OH:19])[CH2:12][CH2:13][N:4]3[C:3](=[O:15])[NH:2]1)[CH:7]=[CH:8][CH:9]=2.